The task is: Predict which catalyst facilitates the given reaction.. This data is from Catalyst prediction with 721,799 reactions and 888 catalyst types from USPTO. Reactant: [NH2:1][C:2]1[C:11]([O:12][CH3:13])=[N:10][C:9]2[C:4](=[CH:5][CH:6]=[C:7]([CH3:14])[CH:8]=2)[N:3]=1.Cl[C:16]([O:18][CH2:19][CH3:20])=[O:17].N1C=CC=CC=1. Product: [CH3:13][O:12][C:11]1[C:2]([NH:1][C:16](=[O:17])[O:18][CH2:19][CH3:20])=[N:3][C:4]2[C:9]([N:10]=1)=[CH:8][C:7]([CH3:14])=[CH:6][CH:5]=2. The catalyst class is: 4.